The task is: Predict the product of the given reaction.. This data is from Forward reaction prediction with 1.9M reactions from USPTO patents (1976-2016). (1) The product is: [CH2:24]([NH:23][C:21]([C:17]1[CH:16]=[C:15]([O:33][C:30]2[CH:31]=[CH:32][C:27]([NH2:26])=[CH:28][CH:29]=2)[CH:20]=[CH:19][N:18]=1)=[O:22])[CH3:25]. Given the reactants ClC1C=CN=C(C(Cl)=O)C=1.C(N)C.Cl[C:15]1[CH:20]=[CH:19][N:18]=[C:17]([C:21]([NH:23][CH2:24][CH3:25])=[O:22])[CH:16]=1.[NH2:26][C:27]1[CH:32]=[CH:31][C:30]([OH:33])=[CH:29][CH:28]=1, predict the reaction product. (2) Given the reactants [Cl:1][CH2:2][C:3]([NH:5][NH:6][C:7](=[O:15])[C:8]1[CH:13]=[CH:12][C:11]([CH3:14])=[CH:10][CH:9]=1)=O.P(Cl)(Cl)(Cl)=O, predict the reaction product. The product is: [Cl:1][CH2:2][C:3]1[O:15][C:7]([C:8]2[CH:9]=[CH:10][C:11]([CH3:14])=[CH:12][CH:13]=2)=[N:6][N:5]=1. (3) Given the reactants [OH:1][C:2]1[CH:7]=[C:6]([O:8][CH2:9][CH2:10][O:11][CH3:12])[CH:5]=[CH:4][C:3]=1/[CH:13]=[CH:14]/[C:15]([O:17][CH2:18][CH3:19])=[O:16].[Cl:20][C:21]1[CH:28]=[C:27]([Cl:29])[CH:26]=[CH:25][C:22]=1[CH2:23]Cl.C(=O)([O-])[O-].[K+].[K+].O, predict the reaction product. The product is: [Cl:20][C:21]1[CH:28]=[C:27]([Cl:29])[CH:26]=[CH:25][C:22]=1[CH2:23][O:1][C:2]1[CH:7]=[C:6]([O:8][CH2:9][CH2:10][O:11][CH3:12])[CH:5]=[CH:4][C:3]=1/[CH:13]=[CH:14]/[C:15]([O:17][CH2:18][CH3:19])=[O:16]. (4) Given the reactants [Cl:1][C:2]1[CH:7]=[CH:6][N:5]=[C:4]([CH:8]([CH:10]2[CH2:12][CH2:11]2)[OH:9])[C:3]=1[O:13][CH3:14], predict the reaction product. The product is: [Cl:1][C:2]1[CH:7]=[CH:6][N:5]=[C:4]([C:8]([CH:10]2[CH2:12][CH2:11]2)=[O:9])[C:3]=1[O:13][CH3:14]. (5) Given the reactants [NH2:1][C:2]1[CH:7]=[CH:6][CH:5]=[CH:4][C:3]=1[SH:8].[CH3:9][O:10][C:11](=[O:20])[C:12]1[CH:17]=[C:16]([F:18])[CH:15]=[CH:14][C:13]=1F, predict the reaction product. The product is: [CH3:9][O:10][C:11](=[O:20])[C:12]1[CH:17]=[C:16]([F:18])[CH:15]=[CH:14][C:13]=1[S:8]/[C:3](=[CH:4]/[CH3:5])/[C:2](/[NH2:1])=[CH:7]\[CH3:6]. (6) The product is: [CH2:21]([N:7]([C@H:1]1[CH2:6][CH2:5][C@H:4]([CH3:29])[CH2:3][CH2:2]1)[C:8](=[O:20])[NH:9][C:10]1[S:11][C:12]([S:15][CH2:16][C:17]([OH:19])=[O:18])=[CH:13][N:14]=1)[CH2:22][CH2:23][CH3:24]. Given the reactants [CH:1]1([N:7]([CH2:21][CH2:22][C:23]2C=CC=C[CH:24]=2)[C:8](=[O:20])[NH:9][C:10]2[S:11][C:12]([S:15][CH2:16][C:17]([OH:19])=[O:18])=[CH:13][N:14]=2)[CH2:6][CH2:5][CH2:4][CH2:3][CH2:2]1.[CH:29](=O)CCC.C[C@H]1CC[C@H](N)CC1.C(OC(=O)CSC1SC(N)=NC=1)C, predict the reaction product. (7) Given the reactants [C:1]([C:5]1[CH:6]=[C:7]([NH:24][C:25]([NH:27][C@@H:28]2[C:37]3[C:32](=[CH:33][CH:34]=[CH:35][CH:36]=3)[C@H:31]([O:38][C:39]3[CH:40]=[CH:41][C:42]4[N:43]([C:45]([N:48]5[CH2:53][CH2:52][CH2:51][CH2:50][CH2:49]5)=[N:46][N:47]=4)[CH:44]=3)[CH2:30][CH2:29]2)=[O:26])[N:8]([C:10]2[CH:15]=[CH:14][C:13]([Cl:16])=[C:12]([O:17][CH:18]3[CH2:23][CH2:22][NH:21][CH2:20][CH2:19]3)[CH:11]=2)[N:9]=1)([CH3:4])([CH3:3])[CH3:2].C=O.[C:56](O)(=O)C.C(O[BH-](OC(=O)C)OC(=O)C)(=O)C.[Na+], predict the reaction product. The product is: [C:1]([C:5]1[CH:6]=[C:7]([NH:24][C:25]([NH:27][C@@H:28]2[C:37]3[C:32](=[CH:33][CH:34]=[CH:35][CH:36]=3)[C@H:31]([O:38][C:39]3[CH:40]=[CH:41][C:42]4[N:43]([C:45]([N:48]5[CH2:53][CH2:52][CH2:51][CH2:50][CH2:49]5)=[N:46][N:47]=4)[CH:44]=3)[CH2:30][CH2:29]2)=[O:26])[N:8]([C:10]2[CH:15]=[CH:14][C:13]([Cl:16])=[C:12]([O:17][CH:18]3[CH2:23][CH2:22][N:21]([CH3:56])[CH2:20][CH2:19]3)[CH:11]=2)[N:9]=1)([CH3:4])([CH3:2])[CH3:3]. (8) Given the reactants [Cl:1][C:2]1[CH:8]=[C:7]([O:9][C:10]2[C:11]3[NH:18][CH:17]=[CH:16][C:12]=3[N:13]=[CH:14][N:15]=2)[CH:6]=[CH:5][C:3]=1[NH2:4].C(N(CC)CC)C.[F:26][C:27]([F:38])([F:37])[C:28]1[CH:29]=[C:30]([N:34]=[C:35]=[O:36])[CH:31]=[CH:32][CH:33]=1, predict the reaction product. The product is: [Cl:1][C:2]1[CH:8]=[C:7]([O:9][C:10]2[C:11]3[NH:18][CH:17]=[CH:16][C:12]=3[N:13]=[CH:14][N:15]=2)[CH:6]=[CH:5][C:3]=1[NH:4][C:35]([NH:34][C:30]1[CH:31]=[CH:32][CH:33]=[C:28]([C:27]([F:26])([F:37])[F:38])[CH:29]=1)=[O:36]. (9) The product is: [CH2:32]([O:31][C:29](=[O:30])[C:28]([NH:18][C:17]1[CH:19]=[CH:20][C:14]([O:13][CH2:1][CH2:2][CH2:3][CH2:4][CH2:5][CH2:6][CH2:7][CH2:8][CH2:9][CH2:10][CH2:11][CH3:12])=[CH:15][CH:16]=1)=[O:34])[CH3:33]. Given the reactants [CH2:1]([O:13][C:14]1[CH:20]=[CH:19][C:17]([NH2:18])=[CH:16][CH:15]=1)[CH2:2][CH2:3][CH2:4][CH2:5][CH2:6][CH2:7][CH2:8][CH2:9][CH2:10][CH2:11][CH3:12].N1C=CC=CC=1.Cl[C:28](=[O:34])[C:29]([O:31][CH2:32][CH3:33])=[O:30].Cl, predict the reaction product.